This data is from Forward reaction prediction with 1.9M reactions from USPTO patents (1976-2016). The task is: Predict the product of the given reaction. (1) Given the reactants F[C:2](F)(F)[C:3](O)=[O:4].[Cl:8][C:9]1[CH:14]=[CH:13][CH:12]=[CH:11][C:10]=1[N:15]1[CH:19]([C:20]2[CH:25]=[CH:24][CH:23]=[C:22]([C:26]3[CH2:27][CH2:28][NH:29][CH2:30][CH:31]=3)[CH:21]=2)[CH2:18][C:17]([C:32]([C:38]([F:41])([F:40])[F:39])([C:34]([F:37])([F:36])[F:35])[OH:33])=[N:16]1.C(Cl)(=O)C.C(N(CC)CC)C, predict the reaction product. The product is: [C:3]([N:29]1[CH2:28][CH:27]=[C:26]([C:22]2[CH:21]=[C:20]([CH:19]3[N:15]([C:10]4[CH:11]=[CH:12][CH:13]=[CH:14][C:9]=4[Cl:8])[N:16]=[C:17]([C:32]([C:38]([F:41])([F:39])[F:40])([C:34]([F:35])([F:36])[F:37])[OH:33])[CH2:18]3)[CH:25]=[CH:24][CH:23]=2)[CH2:31][CH2:30]1)(=[O:4])[CH3:2]. (2) Given the reactants [Na].[Cl:2][C:3]1[CH:8]=[CH:7][CH:6]=[CH:5][C:4]=1[OH:9].[O:10]1[CH2:14][CH2:13][CH2:12][C:11]1=[O:15], predict the reaction product. The product is: [Cl:2][C:3]1[CH:8]=[CH:7][CH:6]=[CH:5][C:4]=1[O:9][CH2:14][CH2:13][CH2:12][C:11]([OH:15])=[O:10]. (3) Given the reactants Br[C:2]1[C:3]2[NH:7][C:6]([C:8](C3C=C(C(C)(C)C)C=C(C(C)(C)C)C=3)=[C:9]3[N:40]=[C:12]([C:13](Br)=[C:14]4[NH:38][C:17](=[C:18](C5C=C(C(C)(C)C)C=C(C(C)(C)C)C=5)[C:19]5[CH:20]=[CH:21][C:22]=1[N:23]=5)[CH:16]=[CH:15]4)[CH:11]=[CH:10]3)=[CH:5][CH:4]=2.C1C=C2C=CC(O)=C(C3C4C(=CC=CC=4)C=CC=3O)C2=CC=1.C1C=CC(P(C2C(OC3C(P(C4C=CC=CC=4)C4C=CC=CC=4)=CC=CC=3)=CC=CC=2)C2C=CC=CC=2)=CC=1.C([O-])([O-])=O.[Cs+].[Cs+], predict the reaction product. The product is: [C:3]12[CH:2]=[C:22]3[N:23]=[C:19]([CH:20]=[CH:21]3)[CH:18]=[C:17]3[NH:38][C:14]([CH:15]=[CH:16]3)=[CH:13][C:12]3=[N:40][C:9]([CH:10]=[CH:11]3)=[CH:8][C:6]([NH:7]1)=[CH:5][CH:4]=2. (4) Given the reactants CN(C=[N:5][S:6]([C:9]1[CH:14]=[CH:13][CH:12]=[C:11]([NH:15][C:16]([N:18]=[CH:19]N(C)C)=[S:17])[CH:10]=1)(=[O:8])=[O:7])C.[CH2:23](Br)[C:24]([C:26]1[CH:31]=[CH:30][CH:29]=[CH:28][CH:27]=1)=[O:25].Cl.C(N(CC)C(C)C)(C)C, predict the reaction product. The product is: [C:24]([C:23]1[S:17][C:16]([NH:15][C:11]2[CH:10]=[C:9]([S:6]([NH2:5])(=[O:7])=[O:8])[CH:14]=[CH:13][CH:12]=2)=[N:18][CH:19]=1)(=[O:25])[C:26]1[CH:31]=[CH:30][CH:29]=[CH:28][CH:27]=1.